From a dataset of Full USPTO retrosynthesis dataset with 1.9M reactions from patents (1976-2016). Predict the reactants needed to synthesize the given product. (1) Given the product [N:20]1([C:2]2[N:7]=[CH:6][N:5]=[C:4]([NH:8][C:9]3[CH:10]=[C:11]([CH2:15][S:16]([NH2:19])(=[O:18])=[O:17])[CH:12]=[CH:13][CH:14]=3)[N:3]=2)[C:29]2[C:24](=[CH:25][CH:26]=[CH:27][CH:28]=2)[CH2:23][CH2:22][CH2:21]1, predict the reactants needed to synthesize it. The reactants are: Cl[C:2]1[N:7]=[CH:6][N:5]=[C:4]([NH:8][C:9]2[CH:10]=[C:11]([CH2:15][S:16]([NH2:19])(=[O:18])=[O:17])[CH:12]=[CH:13][CH:14]=2)[N:3]=1.[NH:20]1[C:29]2[C:24](=[CH:25][CH:26]=[CH:27][CH:28]=2)[CH2:23][CH2:22][CH2:21]1. (2) Given the product [CH2:1]([O:3][C:4]([CH:5]1[CH2:10][C:11]([C:12]2[CH:17]=[CH:16][CH:15]=[CH:14][N:13]=2)=[C:7]([CH3:8])[C:6]1=[O:9])=[O:19])[CH3:2], predict the reactants needed to synthesize it. The reactants are: [CH2:1]([O:3][C:4](=[O:19])[CH:5]([CH2:10][C:11](=O)[C:12]1[CH:17]=[CH:16][CH:15]=[CH:14][N:13]=1)[C:6](=[O:9])[CH2:7][CH3:8])[CH3:2].[OH-].[Na+].CCOCC. (3) Given the product [C:2]([C:3]1[CH:16]([C:15]2[CH:18]=[CH:19][CH:20]=[CH:21][C:14]=2[C:13]([F:23])([F:22])[F:12])[C:29]2[C:25](=[N:26][NH:27][CH:28]=2)[NH:24][C:9]=1[CH:9]1[CH2:3][CH2:2][NH:1][CH2:11][CH2:10]1)#[N:1], predict the reactants needed to synthesize it. The reactants are: [NH:1]1[CH2:11][CH2:10][CH2:9][CH:3](C(OCC)=O)[CH2:2]1.[F:12][C:13]([F:23])([F:22])[C:14]1[CH:21]=[CH:20][CH:19]=[CH:18][C:15]=1[CH:16]=O.[NH2:24][C:25]1[CH:29]=[CH:28][NH:27][N:26]=1. (4) Given the product [CH3:25][C:2]([CH3:1])([C:3]([N:26]1[CH2:31][CH2:30][O:29][CH2:28][CH2:27]1)=[O:4])[CH2:8][N:9]1[C:21]2[C:20]3[CH:19]=[CH:18][CH:17]=[CH:16][C:15]=3[N:14]=[CH:13][C:12]=2[N:11]=[C:10]1[CH2:22][CH2:23][CH3:24], predict the reactants needed to synthesize it. The reactants are: [CH3:1][C:2]([CH3:25])([CH2:8][N:9]1[C:21]2[C:20]3[CH:19]=[CH:18][CH:17]=[CH:16][C:15]=3[N:14]=[CH:13][C:12]=2[N:11]=[C:10]1[CH2:22][CH2:23][CH3:24])[C:3](OCC)=[O:4].[NH:26]1[CH2:31][CH2:30][O:29][CH2:28][CH2:27]1.[OH-].[Na+].Cl.C(Cl)(=O)C(Cl)=O. (5) Given the product [NH2:8][C:5]1[N:6]=[CH:7][C:2]([C:28]2[CH:33]=[N:32][C:31]([N:34]3[CH2:39][CH2:38][N:37]([C:40]([O:42][C:43]([CH3:46])([CH3:45])[CH3:44])=[O:41])[CH2:36][CH2:35]3)=[CH:30][CH:29]=2)=[CH:3][C:4]=1[C:9]1[NH:10][C:11]2[CH:17]=[C:16]([O:18][CH3:19])[CH:15]=[CH:14][C:12]=2[N:13]=1, predict the reactants needed to synthesize it. The reactants are: I[C:2]1[CH:3]=[C:4]([C:9]2[NH:13][C:12]3[CH:14]=[CH:15][C:16]([O:18][CH3:19])=[CH:17][C:11]=3[N:10]=2)[C:5]([NH2:8])=[N:6][CH:7]=1.CC1(C)C(C)(C)OB([C:28]2[CH:29]=[CH:30][C:31]([N:34]3[CH2:39][CH2:38][N:37]([C:40]([O:42][C:43]([CH3:46])([CH3:45])[CH3:44])=[O:41])[CH2:36][CH2:35]3)=[N:32][CH:33]=2)O1.C(=O)([O-])[O-].[Na+].[Na+]. (6) Given the product [NH2:37][C:38]1[O:30][C:3]([CH2:4][NH:5][C:6]2[C:15]3[C:10](=[CH:11][CH:12]=[C:13]([CH3:16])[CH:14]=3)[N:9]=[C:8]([N:17]3[CH2:23][C:22]4[CH:24]=[CH:25][CH:26]=[CH:27][C:21]=4[S:20](=[O:29])(=[O:28])[CH2:19][CH2:18]3)[CH:7]=2)([CH3:31])[CH2:2][N:1]=1, predict the reactants needed to synthesize it. The reactants are: [NH2:1][CH2:2][C:3]([CH3:31])([OH:30])[CH2:4][NH:5][C:6]1[C:15]2[C:10](=[CH:11][CH:12]=[C:13]([CH3:16])[CH:14]=2)[N:9]=[C:8]([N:17]2[CH2:23][C:22]3[CH:24]=[CH:25][CH:26]=[CH:27][C:21]=3[S:20](=[O:29])(=[O:28])[CH2:19][CH2:18]2)[CH:7]=1.C([O-])(=O)C.[K+].[N:37]#[C:38]Br. (7) Given the product [F:22][C:23]1[CH:24]=[CH:25][C:26]([NH:29][C:19]([C:17]2[C:16]3[C:11](=[CH:12][CH:13]=[CH:14][CH:15]=3)[N:10]=[C:9]([C:4]3[CH:5]=[CH:6][C:7]([Cl:8])=[C:2]([Cl:1])[CH:3]=3)[CH:18]=2)=[O:20])=[N:27][CH:28]=1, predict the reactants needed to synthesize it. The reactants are: [Cl:1][C:2]1[CH:3]=[C:4]([C:9]2[CH:18]=[C:17]([C:19](O)=[O:20])[C:16]3[C:11](=[CH:12][CH:13]=[CH:14][CH:15]=3)[N:10]=2)[CH:5]=[CH:6][C:7]=1[Cl:8].[F:22][C:23]1[CH:24]=[CH:25][C:26]([NH2:29])=[N:27][CH:28]=1.C(N(CC)CC)C.CCCP1(OP(CCC)(=O)OP(CCC)(=O)O1)=O.